Dataset: Forward reaction prediction with 1.9M reactions from USPTO patents (1976-2016). Task: Predict the product of the given reaction. (1) The product is: [CH2:1]([C:8]1[CH:9]=[C:10]2[C:15](=[CH:16][C:17]=1[Cl:18])[N:14]=[C:13]([N:19]1[CH:23]=[C:22]([C:24]([OH:26])=[O:25])[CH:21]=[N:20]1)[N:12]=[C:11]2[N:32]([CH2:33][CH3:34])[CH2:30][CH3:31])[C:2]1[CH:3]=[CH:4][CH:5]=[CH:6][CH:7]=1. Given the reactants [CH2:1]([C:8]1[CH:9]=[C:10]2[C:15](=[CH:16][C:17]=1[Cl:18])[N:14]=[C:13]([N:19]1[CH:23]=[C:22]([C:24]([O:26]CC)=[O:25])[CH:21]=[N:20]1)[NH:12][C:11]2=O)[C:2]1[CH:7]=[CH:6][CH:5]=[CH:4][CH:3]=1.[CH2:30]([NH:32][CH2:33][CH3:34])[CH3:31], predict the reaction product. (2) Given the reactants Br[C:2]1[CH:3]=[N:4][N:5]([CH:7]2[CH2:20][C:9]3([CH2:12][N:11]([C:13]([O:15][C:16]([CH3:19])([CH3:18])[CH3:17])=[O:14])[CH2:10]3)[CH2:8]2)[CH:6]=1.[Cl:21][C:22]1[C:27]([F:28])=[CH:26][CH:25]=[C:24]([Cl:29])[C:23]=1[CH:30]([O:32][C:33]1[C:34]([NH2:48])=[N:35][CH:36]=[C:37](B2OC(C)(C)C(C)(C)O2)[CH:38]=1)[CH3:31].N#N.C([O-])([O-])=O.[Na+].[Na+], predict the reaction product. The product is: [NH2:48][C:34]1[N:35]=[CH:36][C:37]([C:2]2[CH:3]=[N:4][N:5]([CH:7]3[CH2:20][C:9]4([CH2:12][N:11]([C:13]([O:15][C:16]([CH3:19])([CH3:18])[CH3:17])=[O:14])[CH2:10]4)[CH2:8]3)[CH:6]=2)=[CH:38][C:33]=1[O:32][CH:30]([C:23]1[C:24]([Cl:29])=[CH:25][CH:26]=[C:27]([F:28])[C:22]=1[Cl:21])[CH3:31]. (3) Given the reactants [H-].[Al+3].[Li+].[H-].[H-].[H-].[Cl:7][C:8]1[C:9]([C:16](OCC)=[O:17])=[C:10]([CH2:14][CH3:15])[CH:11]=[N:12][CH:13]=1, predict the reaction product. The product is: [Cl:7][C:8]1[CH:13]=[N:12][CH:11]=[C:10]([CH2:14][CH3:15])[C:9]=1[CH2:16][OH:17]. (4) Given the reactants [F:1][C:2]1[CH:7]=[CH:6][C:5]([C:8]([CH3:20])([CH3:19])[CH2:9][NH:10][C:11]2[N:12]=[N:13][C:14]([CH:17]=[CH2:18])=[CH:15][CH:16]=2)=[CH:4][CH:3]=1.[H][H], predict the reaction product. The product is: [CH2:17]([C:14]1[N:13]=[N:12][C:11]([NH:10][CH2:9][C:8]([C:5]2[CH:6]=[CH:7][C:2]([F:1])=[CH:3][CH:4]=2)([CH3:20])[CH3:19])=[CH:16][CH:15]=1)[CH3:18]. (5) Given the reactants [Cl:1][C:2]1[C:11]2[C:6](=[CH:7][CH:8]=[C:9]([CH:12]([C:14]3[C:15](C)=[N:16]C(C)=CC=3)[OH:13])[CH:10]=2)[N:5]=[C:4]([O:22][CH3:23])[C:3]=1[CH2:24][C:25]1[CH:30]=[CH:29][C:28]([C:31]([F:34])([F:33])[F:32])=[CH:27][CH:26]=1.[Li]CCCC.[CH3:40][N:41]1C(C=O)=CN=[N:42]1, predict the reaction product. The product is: [Cl:1][C:2]1[C:11]2[C:6](=[CH:7][CH:8]=[C:9]([CH:12]([C:14]3[N:41]([CH3:40])[N:42]=[N:16][CH:15]=3)[OH:13])[CH:10]=2)[N:5]=[C:4]([O:22][CH3:23])[C:3]=1[CH2:24][C:25]1[CH:30]=[CH:29][C:28]([C:31]([F:34])([F:33])[F:32])=[CH:27][CH:26]=1. (6) Given the reactants [CH3:1][O:2][C:3]([C@@H:5]([N:13]1[CH2:21][C:17]2[CH:18]=[CH:19][S:20][C:16]=2[CH2:15][CH2:14]1)[C:6]1[CH:7]=[CH:8][CH:9]=[CH:10][C:11]=1[Cl:12])=[O:4].C(OCC)(=O)C.[S:28](=[O:32])(=[O:31])([OH:30])[OH:29], predict the reaction product. The product is: [CH3:1][O:2][C:3]([C@@H:5]([N:13]1[CH2:21][C:17]2[CH:18]=[CH:19][S:20][C:16]=2[CH2:15][CH2:14]1)[C:6]1[C:11]([Cl:12])=[CH:10][CH:9]=[CH:8][CH:7]=1)=[O:4].[OH:31][S:28]([OH:32])(=[O:30])=[O:29]. (7) Given the reactants [CH2:1]([O:3][C:4](=[O:23])[CH2:5][CH2:6][NH:7][CH2:8][CH:9]([C:15]1[CH:20]=[CH:19][C:18]([Cl:21])=[C:17]([Cl:22])[CH:16]=1)[C:10]([O:12][CH2:13][CH3:14])=[O:11])[CH3:2].C(=O)([O-])[O-].[Na+].[Na+].[CH2:30](Br)[C:31]1[CH:36]=[CH:35][CH:34]=[CH:33][CH:32]=1.O, predict the reaction product. The product is: [CH2:1]([O:3][C:4](=[O:23])[CH2:5][CH2:6][N:7]([CH2:30][C:31]1[CH:36]=[CH:35][CH:34]=[CH:33][CH:32]=1)[CH2:8][CH:9]([C:15]1[CH:20]=[CH:19][C:18]([Cl:21])=[C:17]([Cl:22])[CH:16]=1)[C:10]([O:12][CH2:13][CH3:14])=[O:11])[CH3:2]. (8) The product is: [CH2:1]([O:3][C:4]([C:6]1[C:7]([O:29][S:37]([C:40]([F:43])([F:42])[F:41])(=[O:39])=[O:38])=[N:8][C:9]2[C:14]([C:15]=1[CH2:16][C:17]1[CH:22]=[CH:21][CH:20]=[CH:19][C:18]=1[Cl:23])=[CH:13][C:12]([Cl:24])=[CH:11][C:10]=2[C:25]([F:27])([F:28])[F:26])=[O:5])[CH3:2]. Given the reactants [CH2:1]([O:3][C:4]([C:6]1[C:7](=[O:29])[NH:8][C:9]2[C:14]([C:15]=1[CH2:16][C:17]1[CH:22]=[CH:21][CH:20]=[CH:19][C:18]=1[Cl:23])=[CH:13][C:12]([Cl:24])=[CH:11][C:10]=2[C:25]([F:28])([F:27])[F:26])=[O:5])[CH3:2].C1C=CC(N([S:37]([C:40]([F:43])([F:42])[F:41])(=[O:39])=[O:38])[S:37]([C:40]([F:43])([F:42])[F:41])(=[O:39])=[O:38])=CC=1, predict the reaction product. (9) Given the reactants Br[C:2]1[N:7]=[C:6]([NH:8][CH2:9][C:10]2[CH:15]=[CH:14][CH:13]=[C:12]([F:16])[CH:11]=2)[CH:5]=[CH:4][CH:3]=1.[Cl:17][C:18]1[CH:23]=[C:22](B(O)O)[C:21]([O:27][CH3:28])=[CH:20][N:19]=1.C(Cl)Cl, predict the reaction product. The product is: [Cl:17][C:18]1[CH:23]=[C:22]([C:2]2[CH:3]=[CH:4][CH:5]=[C:6]([NH:8][CH2:9][C:10]3[CH:15]=[CH:14][CH:13]=[C:12]([F:16])[CH:11]=3)[N:7]=2)[C:21]([O:27][CH3:28])=[CH:20][N:19]=1. (10) Given the reactants [OH:1][C:2]1[CH2:7][C:6]([CH2:11][CH2:12][C:13]2[CH:17]=[CH:16][S:15][C:14]=2[CH2:18][OH:19])([CH:8]([CH3:10])[CH3:9])[O:5][C:4](=[O:20])[CH:3]=1.[C:21]([C:25]1[CH:30]=[C:29]([CH2:31][OH:32])[C:28]([CH3:33])=[CH:27][C:26]=1[S:34]S(C1C=CC(C)=CC=1)(=O)=O)([CH3:24])([CH3:23])[CH3:22].CCN(CC)CC, predict the reaction product. The product is: [C:21]([C:25]1[CH:30]=[C:29]([CH2:31][OH:32])[C:28]([CH3:33])=[CH:27][C:26]=1[S:34][C:3]1[C:4](=[O:20])[O:5][C:6]([CH2:11][CH2:12][C:13]2[CH:17]=[CH:16][S:15][C:14]=2[CH2:18][OH:19])([CH:8]([CH3:9])[CH3:10])[CH2:7][C:2]=1[OH:1])([CH3:24])([CH3:23])[CH3:22].